From a dataset of Reaction yield outcomes from USPTO patents with 853,638 reactions. Predict the reaction yield, written as a fraction of the theoretical maximum amount of product (1.0 means a 100% yield; for example, 0.34 means a 34% yield). (1) The reactants are [OH:1][CH2:2][CH2:3][CH2:4][CH2:5][NH:6][C:7](=[O:13])[O:8][C:9]([CH3:12])([CH3:11])[CH3:10].[N+:14]([C:17]1[CH:24]=[CH:23][CH:22]=[C:21]([N+]([O-])=O)[C:18]=1[C:19]#[N:20])([O-:16])=[O:15]. No catalyst specified. The yield is 0.0700. The product is [C:19]([C:18]1[C:17]([N+:14]([O-:16])=[O:15])=[CH:24][CH:23]=[CH:22][C:21]=1[O:1][CH2:2][CH2:3][CH2:4][CH2:5][NH:6][C:7](=[O:13])[O:8][C:9]([CH3:10])([CH3:12])[CH3:11])#[N:20]. (2) The reactants are [C:1]([C:5]1[CH:15]=[CH:14][C:8]([NH:9]C(OC)=O)=[C:7]([F:16])[CH:6]=1)([CH3:4])([CH3:3])[CH3:2].[OH-].[Na+].Cl. The catalyst is O. The product is [C:1]([C:5]1[CH:15]=[CH:14][C:8]([NH2:9])=[C:7]([F:16])[CH:6]=1)([CH3:4])([CH3:2])[CH3:3]. The yield is 0.656. (3) The reactants are [H-].[Na+].[CH2:3]([N:7]1[CH:12]=[CH:11][C:10](=[O:13])[N:9]([CH3:14])[C:8]1=[O:15])[CH:4]([CH3:6])[CH3:5].C1(C)C=CC(S([CH:25]([N+:27]#[C-:28])[CH3:26])(=O)=O)=CC=1. The catalyst is C1COCC1. The product is [CH2:3]([N:7]1[C:12]2=[C:25]([CH3:26])[NH:27][CH:28]=[C:11]2[C:10](=[O:13])[N:9]([CH3:14])[C:8]1=[O:15])[CH:4]([CH3:6])[CH3:5]. The yield is 0.640. (4) The reactants are [CH3:1][S:2]([C:5]1[CH:6]=[C:7]([C:11]#[C:12][C:13]2[N:18]=[C:17]([C:19]([OH:21])=O)[CH:16]=[CH:15][CH:14]=2)[CH:8]=[CH:9][CH:10]=1)(=[O:4])=[O:3].CN(C(ON1N=NC2C=CC=CC1=2)=[N+](C)C)C.F[P-](F)(F)(F)(F)F.CCN(C(C)C)C(C)C.[CH3:55][O:56][C:57]([C:59]1[C:67]2[N:66]=[C:65]([NH2:68])[NH:64][C:63]=2[CH:62]=[CH:61][CH:60]=1)=[O:58]. The catalyst is CN(C=O)C. The product is [CH3:55][O:56][C:57]([C:59]1[C:67]2[N:66]=[C:65]([NH:68][C:19]([C:17]3[CH:16]=[CH:15][CH:14]=[C:13]([C:12]#[C:11][C:7]4[CH:8]=[CH:9][CH:10]=[C:5]([S:2]([CH3:1])(=[O:3])=[O:4])[CH:6]=4)[N:18]=3)=[O:21])[NH:64][C:63]=2[CH:62]=[CH:61][CH:60]=1)=[O:58]. The yield is 0.600. (5) The reactants are [CH2:1]([O:3][C:4](=[O:21])[CH2:5][C:6]1[CH:11]=[C:10](Br)[CH:9]=[C:8]([O:13][CH2:14][C:15]2[CH:20]=[CH:19][CH:18]=[CH:17][CH:16]=2)[CH:7]=1)[CH3:2].[F:22][C:23]([F:34])([F:33])[C:24]1[CH:29]=[CH:28][C:27](B(O)O)=[CH:26][CH:25]=1.C([O-])([O-])=O.[K+].[K+]. The catalyst is COCCOC. The product is [CH2:1]([O:3][C:4](=[O:21])[CH2:5][C:6]1[CH:11]=[C:10]([C:27]2[CH:28]=[CH:29][C:24]([C:23]([F:34])([F:33])[F:22])=[CH:25][CH:26]=2)[CH:9]=[C:8]([O:13][CH2:14][C:15]2[CH:20]=[CH:19][CH:18]=[CH:17][CH:16]=2)[CH:7]=1)[CH3:2]. The yield is 0.740. (6) The reactants are [Cl-:1].[Cl-].[Cl-].[CH:4]1([Zr+3:9])[CH:8]=[CH:7][CH:6]=[CH:5]1.[CH3:10][Sn:11]([C:14]1[CH:15]([Sn](C)(C)C)[C:16]2[C:21]([CH:22]=1)=[CH:20][CH:19]=[CH:18][CH:17]=2)([CH3:13])[CH3:12]. The catalyst is C1(C)C=CC=CC=1. The product is [Cl-:1].[Cl-:1].[CH3:10][Sn:11]([C:14]1[CH:15]([Zr+2:9][CH:4]2[CH:8]=[CH:7][CH:6]=[CH:5]2)[C:16]2[C:21]([CH:22]=1)=[CH:20][CH:19]=[CH:18][CH:17]=2)([CH3:13])[CH3:12]. The yield is 0.860. (7) The reactants are [Cl:1][C:2]1[CH:11]=[C:10]2[C:5]([C:6]([NH:12][C:13]3[CH:14]=[C:15]([OH:19])[CH:16]=[CH:17][CH:18]=3)=[CH:7][CH:8]=[N:9]2)=[CH:4][CH:3]=1.[CH2:20]=O.[CH3:22][N:23]1[CH2:28][CH2:27][NH:26][CH2:25][CH2:24]1. The catalyst is CCO. The product is [Cl:1][C:2]1[CH:11]=[C:10]2[C:5]([C:6]([NH:12][C:13]3[C:14]([CH2:22][N:23]4[CH2:28][CH2:27][N:26]([CH3:20])[CH2:25][CH2:24]4)=[C:15]([OH:19])[CH:16]=[CH:17][CH:18]=3)=[CH:7][CH:8]=[N:9]2)=[CH:4][CH:3]=1. The yield is 0.150. (8) The reactants are C1C[C@H]2N(C[C@H]3[C@@H]4CCCCN4C[C@@H]2C3)CC1.[Li]C(CC)C.[C:23]([N:30]1[CH2:34][CH2:33][CH2:32][CH2:31]1)([O:25][C:26]([CH3:29])([CH3:28])[CH3:27])=[O:24].[CH2:35]([N:42]([CH2:53][C:54]1[CH:59]=[CH:58][CH:57]=[CH:56][CH:55]=1)[C@@H:43]([CH2:46][C:47]1[CH:52]=[CH:51][CH:50]=[CH:49][CH:48]=1)[CH:44]=[O:45])[C:36]1[CH:41]=[CH:40][CH:39]=[CH:38][CH:37]=1. The catalyst is CCOCC.O. The product is [CH2:53]([N:42]([CH2:35][C:36]1[CH:37]=[CH:38][CH:39]=[CH:40][CH:41]=1)[C@@H:43]([CH2:46][C:47]1[CH:48]=[CH:49][CH:50]=[CH:51][CH:52]=1)[C@@H:44]([C@H:34]1[CH2:33][CH2:32][CH2:31][N:30]1[C:23]([O:25][C:26]([CH3:29])([CH3:28])[CH3:27])=[O:24])[OH:45])[C:54]1[CH:55]=[CH:56][CH:57]=[CH:58][CH:59]=1. The yield is 0.430. (9) The reactants are [O:1]1[C:5]2[CH:6]=[CH:7][C:8]([C:10]3([C:13]([NH:15][C:16]4[CH:21]=[C:20]([C:22]5[CH:27]=[CH:26][C:25]([C:28](=[O:32])[N:29]([CH3:31])[CH3:30])=[CH:24][CH:23]=5)[C:19]([C:33]([O:35]C)=[O:34])=[CH:18][CH:17]=4)=[O:14])[CH2:12][CH2:11]3)=[CH:9][C:4]=2[O:3][CH2:2]1. The catalyst is CN(C=O)C.C([O-])([O-])=O.[K+].[K+]. The product is [O:1]1[C:5]2[CH:6]=[CH:7][C:8]([C:10]3([C:13]([NH:15][C:16]4[CH:21]=[C:20]([C:22]5[CH:27]=[CH:26][C:25]([C:28](=[O:32])[N:29]([CH3:31])[CH3:30])=[CH:24][CH:23]=5)[C:19]([C:33]([OH:35])=[O:34])=[CH:18][CH:17]=4)=[O:14])[CH2:12][CH2:11]3)=[CH:9][C:4]=2[O:3][CH2:2]1. The yield is 0.0800. (10) The reactants are [Cl:1][C:2]1[N:7]=[CH:6][N:5]=[C:4]([NH2:8])[CH:3]=1.[C:9](O[C:9]([O:11][C:12]([CH3:15])([CH3:14])[CH3:13])=[O:10])([O:11][C:12]([CH3:15])([CH3:14])[CH3:13])=[O:10]. The catalyst is C(#N)C.CN(C1C=CN=CC=1)C. The product is [C:12]([O:11][C:9]([N:8]([C:9]([O:11][C:12]([CH3:15])([CH3:14])[CH3:13])=[O:10])[C:4]1[N:5]=[CH:6][N:7]=[C:2]([Cl:1])[CH:3]=1)=[O:10])([CH3:15])([CH3:14])[CH3:13]. The yield is 0.600.